This data is from Catalyst prediction with 721,799 reactions and 888 catalyst types from USPTO. The task is: Predict which catalyst facilitates the given reaction. (1) The catalyst class is: 4. Product: [C:14]([O:18][C:19]([N:21]1[CH2:26][CH2:25][CH:24]([CH:27]2[O:45][C:30]3=[CH:31][N:32]=[C:33]([C:35]4[CH:40]=[CH:39][C:38]([C:41]#[N:42])=[CH:37][C:36]=4[F:44])[CH:34]=[C:29]3[CH2:28]2)[CH2:23][CH2:22]1)=[O:20])([CH3:17])([CH3:15])[CH3:16]. Reactant: FC(F)(F)C(OC(=O)C(F)(F)F)=O.[C:14]([O:18][C:19]([N:21]1[CH2:26][CH2:25][CH:24]([CH:27]2[O:45][C:30]3=[CH:31][N:32]=[C:33]([C:35]4[CH:40]=[CH:39][C:38]([C:41](=O)[NH2:42])=[CH:37][C:36]=4[F:44])[CH:34]=[C:29]3[CH2:28]2)[CH2:23][CH2:22]1)=[O:20])([CH3:17])([CH3:16])[CH3:15].C(N(CC)CC)C.C([O-])(O)=O.[Na+]. (2) Reactant: [NH2:1][C:2]1[C:3]([CH3:13])=[C:4]([CH:9]=[C:10]([Cl:12])[CH:11]=1)[C:5]([O:7][CH3:8])=[O:6].O=[C:15]1[CH2:20][CH2:19][N:18]([C:21]([O:23][C:24]([CH3:27])([CH3:26])[CH3:25])=[O:22])[CH2:17][CH2:16]1.C(O)(=O)C.C(O[BH-](OC(=O)C)OC(=O)C)(=O)C.[Na+].C([O-])(O)=O.[Na+]. Product: [Cl:12][C:10]1[CH:9]=[C:4]([C:5]([O:7][CH3:8])=[O:6])[C:3]([CH3:13])=[C:2]([NH:1][CH:15]2[CH2:20][CH2:19][N:18]([C:21]([O:23][C:24]([CH3:27])([CH3:26])[CH3:25])=[O:22])[CH2:17][CH2:16]2)[CH:11]=1. The catalyst class is: 325. (3) Reactant: [Cl:1][C:2]1[CH:3]=[C:4]([N:10]2[CH:22]([CH:23]3[CH2:27][CH2:26][CH2:25][CH2:24]3)[CH:21]3[C:12]([C:13]4[CH:14]=[CH:15][C:16]([C:28](O)=[O:29])=[N:17][C:18]=4[CH2:19][CH2:20]3)=[N:11]2)[CH:5]=[CH:6][C:7]=1[C:8]#[N:9].[CH3:31][S:32]([N:35]1[CH2:40][CH2:39][NH:38][CH2:37][CH2:36]1)(=[O:34])=[O:33].CCN(C(C)C)C(C)C.CN(C(ON1N=NC2C=CC=NC1=2)=[N+](C)C)C.F[P-](F)(F)(F)(F)F. Product: [Cl:1][C:2]1[CH:3]=[C:4]([N:10]2[CH:22]([CH:23]3[CH2:27][CH2:26][CH2:25][CH2:24]3)[CH:21]3[C:12]([C:13]4[CH:14]=[CH:15][C:16]([C:28]([N:38]5[CH2:39][CH2:40][N:35]([S:32]([CH3:31])(=[O:34])=[O:33])[CH2:36][CH2:37]5)=[O:29])=[N:17][C:18]=4[CH2:19][CH2:20]3)=[N:11]2)[CH:5]=[CH:6][C:7]=1[C:8]#[N:9]. The catalyst class is: 139. (4) Reactant: Cl.[CH:2]([C@H:15]1[NH:20][CH2:19][CH2:18][N:17]([C:21]([O:23][CH2:24][C:25]2[CH:30]=[CH:29][CH:28]=[CH:27][CH:26]=2)=[O:22])[CH2:16]1)([C:9]1[CH:14]=[CH:13][CH:12]=[CH:11][CH:10]=1)[C:3]1[CH:8]=[CH:7][CH:6]=[CH:5][CH:4]=1.[CH3:31][N:32]1[CH:36]=[C:35]([CH:37]=O)[CH:34]=[N:33]1.C(O[BH-](OC(=O)C)OC(=O)C)(=O)C.[Na+]. Product: [CH:2]([C@H:15]1[N:20]([CH2:37][C:35]2[CH:34]=[N:33][N:32]([CH3:31])[CH:36]=2)[CH2:19][CH2:18][N:17]([C:21]([O:23][CH2:24][C:25]2[CH:30]=[CH:29][CH:28]=[CH:27][CH:26]=2)=[O:22])[CH2:16]1)([C:3]1[CH:8]=[CH:7][CH:6]=[CH:5][CH:4]=1)[C:9]1[CH:10]=[CH:11][CH:12]=[CH:13][CH:14]=1. The catalyst class is: 4.